This data is from Cav3 T-type calcium channel HTS with 100,875 compounds. The task is: Binary Classification. Given a drug SMILES string, predict its activity (active/inactive) in a high-throughput screening assay against a specified biological target. (1) The result is 0 (inactive). The compound is O(C(=O)C1(N(CC2C1c1c(n(c(c1)C(=O)N1CCCC1)CCc1c3c([nH]c1)ccc(O)c3)C2)C(=O)c1ccccc1)Cc1ccc(OC)cc1)C. (2) The compound is Clc1cc(C\2N(CCN3CCOCC3)C(=O)C(=O)C2=C(\O)c2cc3CC(Oc3cc2)C)ccc1. The result is 0 (inactive). (3) The result is 0 (inactive). The molecule is O(CC(=O)C(C)(C)C)C(=O)c1cc(NC(=O)c2occc2)ccc1. (4) The drug is O(C1(C(=O)c2c(cc(n(CC(C)C)c2)C2CC2)=CC1=O)C)C(=O)CCC(OC)=O. The result is 0 (inactive). (5) The compound is s1c(C(=O)Nc2ccc(C(=O)N3CCOCC3)cc2)ccc1. The result is 0 (inactive).